This data is from Full USPTO retrosynthesis dataset with 1.9M reactions from patents (1976-2016). The task is: Predict the reactants needed to synthesize the given product. (1) Given the product [O:1]=[C:2]([N:10]1[CH2:15][CH2:14][CH2:13][CH2:12][C@H:11]1[C:16]([OH:18])=[O:17])[C:3](=[O:9])[C:4]([CH3:7])([CH3:8])[CH2:5][CH3:6], predict the reactants needed to synthesize it. The reactants are: [O:1]=[C:2]([N:10]1[CH2:15][CH2:14][CH2:13][CH2:12][C@H:11]1[C:16]([O:18]CC)=[O:17])[C:3](=[O:9])[C:4]([CH3:8])([CH3:7])[CH2:5][CH3:6].[Li+].[OH-].Cl. (2) Given the product [CH:1]1([CH2:7][CH2:8][CH2:9][C@@H:10]([C:19]2[O:23][N:22]=[C:21]([CH2:24][NH:36][C:37]([CH3:41])([CH3:40])[CH2:38][OH:39])[N:20]=2)[CH2:11][C:12]([O:14][C:15]([CH3:16])([CH3:17])[CH3:18])=[O:13])[CH2:6][CH2:5][CH2:4][CH2:3][CH2:2]1, predict the reactants needed to synthesize it. The reactants are: [CH:1]1([CH2:7][CH2:8][CH2:9][C@@H:10]([C:19]2[O:23][N:22]=[C:21]([CH2:24]OS(C3C=CC(C)=CC=3)(=O)=O)[N:20]=2)[CH2:11][C:12]([O:14][C:15]([CH3:18])([CH3:17])[CH3:16])=[O:13])[CH2:6][CH2:5][CH2:4][CH2:3][CH2:2]1.[NH2:36][C:37]([CH3:41])([CH3:40])[CH2:38][OH:39]. (3) Given the product [NH:29]1[CH:33]=[C:32]([C:2]2[CH:3]=[CH:4][C:5]([C:8]3[CH:13]=[CH:12][C:11]([C:14]([N:16]4[CH2:17][CH2:18][N:19]([C:22]([O:24][C:25]([CH3:28])([CH3:26])[CH3:27])=[O:23])[CH2:20][CH2:21]4)=[O:15])=[CH:10][CH:9]=3)=[CH:6][CH:7]=2)[CH:31]=[N:30]1, predict the reactants needed to synthesize it. The reactants are: Br[C:2]1[CH:7]=[CH:6][C:5]([C:8]2[CH:13]=[CH:12][C:11]([C:14]([N:16]3[CH2:21][CH2:20][N:19]([C:22]([O:24][C:25]([CH3:28])([CH3:27])[CH3:26])=[O:23])[CH2:18][CH2:17]3)=[O:15])=[CH:10][CH:9]=2)=[CH:4][CH:3]=1.[NH:29]1[CH:33]=[C:32](B(O)O)[CH:31]=[N:30]1.[O-]P([O-])([O-])=O.[K+].[K+].[K+].CN(C=O)C. (4) Given the product [Cl:8][C:6]1[CH:5]=[CH:4][C:3]([S:9][CH2:10][C:11]2[CH:12]=[C:13]([CH:18]=[CH:19][CH:20]=2)[C:14]([O:16][CH3:17])=[O:15])=[C:2]([NH:1][S:28]([C:25]2[CH:26]=[CH:27][C:22]([Cl:21])=[C:23]([C:32]([F:35])([F:33])[F:34])[CH:24]=2)(=[O:30])=[O:29])[CH:7]=1, predict the reactants needed to synthesize it. The reactants are: [NH2:1][C:2]1[CH:7]=[C:6]([Cl:8])[CH:5]=[CH:4][C:3]=1[S:9][CH2:10][C:11]1[CH:12]=[C:13]([CH:18]=[CH:19][CH:20]=1)[C:14]([O:16][CH3:17])=[O:15].[Cl:21][C:22]1[CH:27]=[CH:26][C:25]([S:28](Cl)(=[O:30])=[O:29])=[CH:24][C:23]=1[C:32]([F:35])([F:34])[F:33]. (5) Given the product [NH:24]1[C:25]2[CH:30]=[CH:29][CH:28]=[CH:27][C:26]=2[N:31]=[C:21]1[C:19]1[C:12]2[N:13]=[C:14]([S:17][CH3:18])[N:15]=[CH:16][C:11]=2[C:10](=[O:23])[N:9]([C:3]2[C:2]([Cl:1])=[CH:7][CH:6]=[CH:5][C:4]=2[Cl:8])[CH:20]=1, predict the reactants needed to synthesize it. The reactants are: [Cl:1][C:2]1[CH:7]=[CH:6][CH:5]=[C:4]([Cl:8])[C:3]=1[N:9]1[CH:20]=[C:19]([CH:21]=O)[C:12]2[N:13]=[C:14]([S:17][CH3:18])[N:15]=[CH:16][C:11]=2[C:10]1=[O:23].[NH2:24][C:25]1[CH:30]=[CH:29][CH:28]=[CH:27][C:26]=1[NH2:31]. (6) Given the product [CH2:12]([O:11][C:9](=[O:10])[C:8]([C:18]1[CH:19]=[CH:20][C:21]([N+:28]([O-:30])=[O:29])=[C:22]([NH:26][CH3:27])[C:23]=1[C:24]#[N:25])([CH3:7])[C:14](=[O:15])[CH3:16])[CH3:13], predict the reactants needed to synthesize it. The reactants are: CC(C)([O-])C.[K+].[CH3:7][CH:8]([C:14]([CH3:16])=[O:15])[C:9]([O:11][CH2:12][CH3:13])=[O:10].Cl[C:18]1[C:23]([C:24]#[N:25])=[C:22]([NH:26][CH3:27])[C:21]([N+:28]([O-:30])=[O:29])=[CH:20][CH:19]=1.[NH4+].[Cl-]. (7) Given the product [Cl:38][C:17]1[N:16]=[C:15]2[C:20]([N:21]=[CH:22][N:14]2[C@@H:12]2[CH2:13][C@H:9]([NH:8][C:50](=[O:53])[CH2:51][CH3:52])[C@@H:10]([OH:40])[C@H:11]2[OH:39])=[C:19]([NH:23][CH2:24][CH:25]([C:32]2[CH:33]=[CH:34][CH:35]=[CH:36][CH:37]=2)[C:26]2[CH:31]=[CH:30][CH:29]=[CH:28][CH:27]=2)[N:18]=1, predict the reactants needed to synthesize it. The reactants are: FC(F)(F)C(O)=O.[NH2:8][C@H:9]1[CH2:13][C@@H:12]([N:14]2[CH:22]=[N:21][C:20]3[C:15]2=[N:16][C:17]([Cl:38])=[N:18][C:19]=3[NH:23][CH2:24][CH:25]([C:32]2[CH:37]=[CH:36][CH:35]=[CH:34][CH:33]=2)[C:26]2[CH:31]=[CH:30][CH:29]=[CH:28][CH:27]=2)[C@H:11]([OH:39])[C@@H:10]1[OH:40].C(N(C(C)C)CC)(C)C.[C:50](Cl)(=[O:53])[CH2:51][CH3:52]. (8) Given the product [CH3:10][O:11][C:12]1[N:14]=[C:18]([OH:19])[C:17]([CH3:16])=[C:22]([OH:23])[N:13]=1, predict the reactants needed to synthesize it. The reactants are: CC[O-].[Na+].S(O)(O)(=O)=O.[CH3:10][O:11][C:12]([NH2:14])=[NH:13].C[CH2:16][CH:17]([C:22](OCC)=[O:23])[C:18](OC)=[O:19]. (9) Given the product [O:1]1[CH2:6][CH2:5][CH:4]([CH2:7][CH2:8][CH:9]=[O:10])[CH2:3][CH2:2]1, predict the reactants needed to synthesize it. The reactants are: [O:1]1[CH2:6][CH2:5][CH:4]([CH2:7][CH2:8][CH2:9][OH:10])[CH2:3][CH2:2]1.CC(OI1(OC(C)=O)(OC(C)=O)OC(=O)C2C=CC=CC1=2)=O.CCOCC.C([O-])([O-])=O.[K+].[K+]. (10) Given the product [C:1]([N:4]([C:37]1[CH:42]=[CH:41][C:40]([Cl:43])=[CH:39][CH:38]=1)[C@H:5]1[C:14]2[C:9](=[CH:10][CH:11]=[CH:12][CH:13]=2)[N:8]([C:15]([C:17]2[CH:35]=[CH:34][C:20]([O:21][CH2:22][CH2:23][CH:24]([N:29]([CH2:32][CH3:33])[CH2:30][CH3:31])[C:25]([OH:27])=[O:26])=[CH:19][CH:18]=2)=[O:16])[C@@H:7]([CH3:36])[CH2:6]1)(=[O:3])[CH3:2], predict the reactants needed to synthesize it. The reactants are: [C:1]([N:4]([C:37]1[CH:42]=[CH:41][C:40]([Cl:43])=[CH:39][CH:38]=1)[C@H:5]1[C:14]2[C:9](=[CH:10][CH:11]=[CH:12][CH:13]=2)[N:8]([C:15]([C:17]2[CH:35]=[CH:34][C:20]([O:21][CH2:22][CH2:23][CH:24]([N:29]([CH2:32][CH3:33])[CH2:30][CH3:31])[C:25]([O:27]C)=[O:26])=[CH:19][CH:18]=2)=[O:16])[C@@H:7]([CH3:36])[CH2:6]1)(=[O:3])[CH3:2].[OH-].[K+].